Dataset: Catalyst prediction with 721,799 reactions and 888 catalyst types from USPTO. Task: Predict which catalyst facilitates the given reaction. (1) Reactant: C(N(C(C)C)CC)(C)C.[CH3:10][NH:11][CH:12]1[CH2:16][CH2:15][NH:14][CH2:13]1.Cl[C:18]1[CH:23]=[CH:22][C:21]2=[N:24][C:25]([C:27]3[CH:28]=[CH:29][C:30]([CH3:40])=[C:31]([NH:33][C:34](=[O:39])[C:35]([CH3:38])([CH3:37])[CH3:36])[CH:32]=3)=[CH:26][N:20]2[N:19]=1. Product: [CH3:36][C:35]([CH3:38])([CH3:37])[C:34]([NH:33][C:31]1[CH:32]=[C:27]([C:25]2[N:24]=[C:21]3[N:20]([CH:26]=2)[N:19]=[C:18]([N:14]2[CH2:15][CH2:16][CH:12]([NH:11][CH3:10])[CH2:13]2)[CH:23]=[CH:22]3)[CH:28]=[CH:29][C:30]=1[CH3:40])=[O:39]. The catalyst class is: 51. (2) Reactant: C[Si]([N-][Si](C)(C)C)(C)C.[Li+].[C:11]1(C)C=CC=CC=1.[Cl:18][C:19]1[N:24]=[C:23]([O:25][CH3:26])[C:22]([CH:27]([CH3:32])[C:28]([O:30][CH3:31])=[O:29])=[CH:21][CH:20]=1.BrC[C:35]#[N:36]. Product: [Cl:18][C:19]1[N:24]=[C:23]([O:25][CH3:26])[C:22]([C:27]([CH3:11])([CH2:32][C:35]#[N:36])[C:28]([O:30][CH3:31])=[O:29])=[CH:21][CH:20]=1. The catalyst class is: 1. (3) Reactant: [PH4+].[Br-].[Br:3][C:4]1[CH:29]=[CH:28][C:7]([CH2:8][P+](C2C=CC=CC=2)(C2C=CC=CC=2)C2C=CC=CC=2)=[C:6]([I:30])[CH:5]=1.CC(C)([O-])C.[K+].[Br:37][C:38]1[CH:45]=[CH:44][C:41]([CH:42]=O)=[C:40]([I:46])[CH:39]=1. Product: [Br:37][C:38]1[CH:45]=[CH:44][C:41](/[CH:42]=[CH:8]\[C:7]2[CH:28]=[CH:29][C:4]([Br:3])=[CH:5][C:6]=2[I:30])=[C:40]([I:46])[CH:39]=1. The catalyst class is: 1. (4) Reactant: [F:1][C:2]1([F:10])[CH2:7][CH2:6][CH:5]([CH2:8][OH:9])[CH2:4][CH2:3]1.[H-].[Na+].[CH:13]1([C:16]2[C:17](F)=[CH:18][C:19]([F:24])=[C:20]([CH:23]=2)[C:21]#[N:22])[CH2:15][CH2:14]1. Product: [CH:13]1([C:16]2[C:17]([O:9][CH2:8][CH:5]3[CH2:6][CH2:7][C:2]([F:10])([F:1])[CH2:3][CH2:4]3)=[CH:18][C:19]([F:24])=[C:20]([CH:23]=2)[C:21]#[N:22])[CH2:14][CH2:15]1. The catalyst class is: 18. (5) Reactant: Cl[C:2]1[C:7]([N+:8]([O-:10])=[O:9])=[CH:6][CH:5]=[C:4]([Cl:11])[N:3]=1.Cl.[CH3:13][O:14][C:15](=[O:23])[C@H:16]([CH2:18][C:19]([O:21][CH3:22])=[O:20])[NH2:17].C([O-])(O)=O.[Na+].ClC1C=CC=C(Cl)N=1. Product: [Cl:11][C:4]1[N:3]=[C:2]([NH:17][C@@H:16]([CH2:18][C:19]([O:21][CH3:22])=[O:20])[C:15]([O:14][CH3:13])=[O:23])[C:7]([N+:8]([O-:10])=[O:9])=[CH:6][CH:5]=1. The catalyst class is: 7. (6) Reactant: [C:1]([CH2:3][C:4]1(O)[CH2:9][CH2:8][N:7]([C:10]2[CH:15]=[CH:14][C:13]([N:16]3[CH2:20][C@H:19]([CH2:21][NH:22][C:23](=[O:25])[CH3:24])[O:18][C:17]3=[O:26])=[CH:12][C:11]=2[F:27])[CH2:6][CH2:5]1)#[N:2].CCN(S(F)(F)[F:35])CC. The catalyst class is: 4. Product: [F:35][C:4]1([CH2:3][C:1]#[N:2])[CH2:9][CH2:8][N:7]([C:10]2[CH:15]=[CH:14][C:13]([N:16]3[CH2:20][C@H:19]([CH2:21][NH:22][C:23](=[O:25])[CH3:24])[O:18][C:17]3=[O:26])=[CH:12][C:11]=2[F:27])[CH2:6][CH2:5]1. (7) Reactant: C(N1C=CN=C1)(N1C=CN=C1)=O.[CH3:13][S:14]([CH2:17][CH2:18][C:19]([OH:21])=O)(=[O:16])=[O:15].S(C1C=CC(C)=CC=1)(O)(=O)=O.S(C1C=CC(C)=CC=1)(O)(=O)=O.[CH2:44]([N:51]1[CH2:55][C@@H:54]([F:56])[C@H:53]([NH2:57])[CH2:52]1)[C:45]1[CH:50]=[CH:49][CH:48]=[CH:47][CH:46]=1. Product: [CH2:44]([N:51]1[CH2:55][C@@H:54]([F:56])[C@H:53]([NH:57][C:19](=[O:21])[CH2:18][CH2:17][S:14]([CH3:13])(=[O:16])=[O:15])[CH2:52]1)[C:45]1[CH:46]=[CH:47][CH:48]=[CH:49][CH:50]=1. The catalyst class is: 10. (8) Reactant: [H-].[Na+].[C:3]([O:13][C:14]([CH3:17])([CH3:16])[CH3:15])(=[O:12])[CH2:4][C:5]([O:7][C:8]([CH3:11])([CH3:10])[CH3:9])=[O:6].F[C:19]1[C:26]([F:27])=[CH:25][C:22]([C:23]#[N:24])=[C:21]([O:28][CH3:29])[CH:20]=1.CCOC(C)=O. Product: [C:23]([C:22]1[C:21]([O:28][CH3:29])=[CH:20][C:19]([CH:4]([C:5]([O:7][C:8]([CH3:9])([CH3:10])[CH3:11])=[O:6])[C:3]([O:13][C:14]([CH3:17])([CH3:16])[CH3:15])=[O:12])=[C:26]([F:27])[CH:25]=1)#[N:24]. The catalyst class is: 3. (9) Reactant: [Cl:1][C:2]1[CH:44]=[CH:43][C:5]([C:6]([NH:8][C:9]2[CH:10]=[N:11][C:12]([O:15][CH2:16][CH2:17][N:18]3[C:22]([NH:23]C(C4C=CC=CC=4)(C4C=CC=CC=4)C4C=CC=CC=4)=[CH:21][CH:20]=[N:19]3)=[CH:13][CH:14]=2)=[O:7])=[C:4]([N:45]([CH3:47])[CH3:46])[CH:3]=1.Cl. Product: [NH2:23][C:22]1[N:18]([CH2:17][CH2:16][O:15][C:12]2[N:11]=[CH:10][C:9]([NH:8][C:6](=[O:7])[C:5]3[CH:43]=[CH:44][C:2]([Cl:1])=[CH:3][C:4]=3[N:45]([CH3:46])[CH3:47])=[CH:14][CH:13]=2)[N:19]=[CH:20][CH:21]=1. The catalyst class is: 5. (10) Reactant: [I-].[CH3:2][S+](C)(C)=O.[H-].[Na+].[F:9][C:10]1[CH:11]=[C:12]2[C:16](=[CH:17][CH:18]=1)[NH:15][C:14](=[O:19])/[C:13]/2=[CH:20]/[C:21]1[CH:29]=[C:28]2[C:24]([C:25]([I:38])=[N:26][N:27]2[CH2:30][O:31][CH2:32][CH2:33][Si:34]([CH3:37])([CH3:36])[CH3:35])=[CH:23][CH:22]=1. Product: [F:9][C:10]1[CH:11]=[C:12]2[C:16](=[CH:17][CH:18]=1)[NH:15][C:14](=[O:19])[C@:13]12[CH2:2][C@H:20]1[C:21]1[CH:29]=[C:28]2[C:24]([C:25]([I:38])=[N:26][N:27]2[CH2:30][O:31][CH2:32][CH2:33][Si:34]([CH3:37])([CH3:36])[CH3:35])=[CH:23][CH:22]=1. The catalyst class is: 3.